From a dataset of Forward reaction prediction with 1.9M reactions from USPTO patents (1976-2016). Predict the product of the given reaction. (1) Given the reactants [Cl:1][C:2]1[N:7]=[C:6](Cl)[C:5]([NH:9][CH:10]([CH3:12])[CH3:11])=[CH:4][N:3]=1.Cl.[NH:14]1[CH2:19][CH2:18][O:17][CH2:16][CH:15]1[C:20](O)=[O:21].CCN(C(C)C)C(C)C.CS(C)=O, predict the reaction product. The product is: [Cl:1][C:2]1[N:3]=[CH:4][C:5]2[N:9]([CH:10]([CH3:12])[CH3:11])[C:20](=[O:21])[CH:15]3[CH2:16][O:17][CH2:18][CH2:19][N:14]3[C:6]=2[N:7]=1. (2) Given the reactants [OH:1][C@H:2]1[CH2:15][C@H:14]2[C@@H:5]([C@@H:6]3[C@@H:11]([CH2:12][CH2:13]2)[CH2:10][C@@:9]2([CH3:20])[CH2:16][C:17](=[O:19])[CH2:18][C@@H:8]2[CH2:7]3)[CH2:4][CH2:3]1.[I-].[CH3:22][S+](C)C.CC(C)([O-])C.[K+].O, predict the reaction product. The product is: [CH3:20][C@:9]12[C@@:16]3([CH2:17][O:19]3)[CH2:22][CH2:18][C@@H:8]1[CH2:7][C@H:6]1[C@@H:11]([CH2:12][CH2:13][C@@H:14]3[C@@H:5]1[CH2:4][CH2:3][C@@H:2]([OH:1])[CH2:15]3)[CH2:10]2. (3) Given the reactants Cl[CH:2]=[CH:3][C:4]1[C:5]([C:11]([F:14])([F:13])[F:12])=[N:6][N:7]([CH3:10])[C:8]=1[CH3:9].CC(C)([O-])C.[K+].[Cl-].[NH4+], predict the reaction product. The product is: [C:3]([C:4]1[C:5]([C:11]([F:13])([F:14])[F:12])=[N:6][N:7]([CH3:10])[C:8]=1[CH3:9])#[CH:2].